From a dataset of Full USPTO retrosynthesis dataset with 1.9M reactions from patents (1976-2016). Predict the reactants needed to synthesize the given product. The reactants are: [NH2:1][C:2]1[O:6][C:5]([CH:7]([NH:18]C(=O)OC(C)(C)C)[C:8]2[CH:13]=[CH:12][CH:11]=[C:10]([C:14]([F:17])([F:16])[F:15])[CH:9]=2)=[N:4][N:3]=1.[ClH:26]. Given the product [ClH:26].[NH2:18][CH:7]([C:8]1[CH:13]=[CH:12][CH:11]=[C:10]([C:14]([F:17])([F:16])[F:15])[CH:9]=1)[C:5]1[O:6][C:2]([NH2:1])=[N:3][N:4]=1, predict the reactants needed to synthesize it.